The task is: Predict the product of the given reaction.. This data is from Forward reaction prediction with 1.9M reactions from USPTO patents (1976-2016). (1) Given the reactants [F:1][C:2]1[CH:3]=[C:4]2[N:10]=[CH:9][N:8]([CH2:11][C:12]3[CH:23]=[CH:22][C:15]4[N:16]=[C:17](S(C)=O)[S:18][C:14]=4[CH:13]=3)[C:5]2=[N:6][CH:7]=1.[CH2:24]1[C:32]2[C:27](=[CH:28][CH:29]=[CH:30][CH:31]=2)[C@@H:26]([NH2:33])[C@@H:25]1[OH:34].CCN(C(C)C)C(C)C, predict the reaction product. The product is: [F:1][C:2]1[CH:3]=[C:4]2[N:10]=[CH:9][N:8]([CH2:11][C:12]3[CH:23]=[CH:22][C:15]4[N:16]=[C:17]([NH:33][C@@H:26]5[C:27]6[C:32](=[CH:31][CH:30]=[CH:29][CH:28]=6)[CH2:24][C@H:25]5[OH:34])[S:18][C:14]=4[CH:13]=3)[C:5]2=[N:6][CH:7]=1. (2) Given the reactants [C:1](Cl)(=[O:5])[C:2](Cl)=O.[C:7]([N:14]1[C@@H:18]([C:19]2[CH:24]=[CH:23][CH:22]=[CH:21][CH:20]=2)[CH2:17][CH2:16][C@H:15]1C(O)=O)([O:9][C:10]([CH3:13])([CH3:12])[CH3:11])=[O:8].C(N(CC)CC)C.[Cl-].C([NH+](CC)CC)C.[Si](C=[N+]=[N-])(C)(C)C.C1C[O:53]CC1, predict the reaction product. The product is: [C:10]([O:9][C:7]([N:14]1[C@@H:18]([C:19]2[CH:20]=[CH:21][CH:22]=[CH:23][CH:24]=2)[CH2:17][CH2:16][C@H:15]1[CH2:2][C:1]([OH:5])=[O:53])=[O:8])([CH3:13])([CH3:11])[CH3:12].